Dataset: Reaction yield outcomes from USPTO patents with 853,638 reactions. Task: Predict the reaction yield, written as a fraction of the theoretical maximum amount of product (1.0 means a 100% yield; for example, 0.34 means a 34% yield). (1) The product is [CH3:28][S:29]([OH:32])(=[O:31])=[O:30].[CH3:1][C:2]1[C:7]2[C:8]([CH2:11][N:12]3[C:16]4[CH:17]=[CH:18][CH:19]=[CH:20][C:15]=4[N:14]=[C:13]3[S:21][CH2:22][CH2:23][CH2:24][C:25]([OH:27])=[O:26])=[CH:9][S:10][C:6]=2[CH:5]=[CH:4][CH:3]=1. The yield is 0.760. The reactants are [CH3:1][C:2]1[C:7]2[C:8]([CH2:11][N:12]3[C:16]4[CH:17]=[CH:18][CH:19]=[CH:20][C:15]=4[N:14]=[C:13]3[S:21][CH2:22][CH2:23][CH2:24][C:25]([OH:27])=[O:26])=[CH:9][S:10][C:6]=2[CH:5]=[CH:4][CH:3]=1.[CH3:28][S:29]([OH:32])(=[O:31])=[O:30]. The catalyst is C(O)(=O)C. (2) The yield is 0.650. The product is [Br:1][C:2]1[CH:3]=[C:4]2[C:8](=[CH:9][CH:10]=1)[CH2:7][CH2:6][CH2:5]2. The reactants are [Br:1][C:2]1[CH:3]=[C:4]2[C:8](=[CH:9][CH:10]=1)[C:7](=O)[CH2:6][CH2:5]2.C([SiH](CC)CC)C. The catalyst is C1C=CN=CC=1.F.